Dataset: Forward reaction prediction with 1.9M reactions from USPTO patents (1976-2016). Task: Predict the product of the given reaction. (1) Given the reactants [CH:1]1([C:10]([CH:13]2[C:21]3[C:16](=[CH:17][CH:18]=[CH:19][CH:20]=3)[CH:15]=[CH:14]2)([CH3:12])[CH3:11])[C:9]2[C:4](=[CH:5][CH:6]=[CH:7][CH:8]=2)[CH:3]=[CH:2]1.C([Li])CCC.[Li][Li].C1(C(C2C3C(=CC=CC=3)C=C2)(C)C)C2C(=CC=CC=2)C=C1.[Si:50](Cl)([CH3:53])([CH3:52])[CH3:51], predict the reaction product. The product is: [CH3:51][Si:50]([CH3:53])([CH3:52])[C:15]1[C:16]2[C:21](=[CH:20][CH:19]=[CH:18][CH:17]=2)[CH:13]([C:10]([CH:1]2[C:9]3[C:4](=[CH:5][CH:6]=[CH:7][CH:8]=3)[C:3]([Si:50]([CH3:53])([CH3:52])[CH3:51])=[CH:2]2)([CH3:11])[CH3:12])[CH:14]=1. (2) Given the reactants [CH2:1]([C:3]1[C:8](=[O:9])[NH:7][C:6]([CH3:10])=[C:5]([C:11]2[S:15][C:14]([S:16](Cl)(=[O:18])=[O:17])=[CH:13][CH:12]=2)[CH:4]=1)[CH3:2].[F:20][C:21]([F:31])([F:30])[C:22]1[CH:29]=[CH:28][C:25]([CH2:26][NH2:27])=[CH:24][CH:23]=1, predict the reaction product. The product is: [F:20][C:21]([F:30])([F:31])[C:22]1[CH:29]=[CH:28][C:25]([CH2:26][NH:27][S:16]([C:14]2[S:15][C:11]([C:5]3[CH:4]=[C:3]([CH2:1][CH3:2])[C:8](=[O:9])[NH:7][C:6]=3[CH3:10])=[CH:12][CH:13]=2)(=[O:18])=[O:17])=[CH:24][CH:23]=1. (3) Given the reactants Br[C:2]1[C:7]([CH3:8])=[CH:6][CH:5]=[CH:4][C:3]=1[CH2:9][O:10][C:11]1[CH:16]=[C:15]([C:17]([F:20])([F:19])[F:18])[CH:14]=[CH:13][C:12]=1[Cl:21].[O:22]1[CH2:27][CH2:26][N:25]([C:28]2[C:29]([NH2:47])=[N:30][C:31]3[C:36]([CH:37]=2)=[CH:35][C:34](B2OC(C)(C)C(C)(C)O2)=[CH:33][CH:32]=3)[CH2:24][CH2:23]1.C1(P(C2CCCCC2)C2C=CC=CC=2C2C(C(C)C)=CC(C(C)C)=CC=2C(C)C)CCCCC1.P([O-])([O-])([O-])=O.[K+].[K+].[K+], predict the reaction product. The product is: [Cl:21][C:12]1[CH:13]=[CH:14][C:15]([C:17]([F:20])([F:19])[F:18])=[CH:16][C:11]=1[O:10][CH2:9][C:3]1[CH:4]=[CH:5][CH:6]=[C:7]([CH3:8])[C:2]=1[C:34]1[CH:35]=[C:36]2[C:31](=[CH:32][CH:33]=1)[N:30]=[C:29]([NH2:47])[C:28]([N:25]1[CH2:24][CH2:23][O:22][CH2:27][CH2:26]1)=[CH:37]2. (4) Given the reactants [F:1][C:2]1[CH:3]=[C:4]([CH:6]=[CH:7][CH:8]=1)[NH2:5].[C:9](O[C:9]([O:11][C:12]([CH3:15])([CH3:14])[CH3:13])=[O:10])([O:11][C:12]([CH3:15])([CH3:14])[CH3:13])=[O:10], predict the reaction product. The product is: [F:1][C:2]1[CH:3]=[C:4]([NH:5][C:9](=[O:10])[O:11][C:12]([CH3:15])([CH3:14])[CH3:13])[CH:6]=[CH:7][CH:8]=1. (5) Given the reactants [F:1][C:2]1[C:8]([F:9])=[C:7]([F:10])[CH:6]=[CH:5][C:3]=1[NH2:4].[C:11]([O:16][CH3:17])(=[O:15])[C:12]([CH3:14])=O.Cl, predict the reaction product. The product is: [F:1][C:2]1[C:8]([F:9])=[C:7]([F:10])[CH:6]=[CH:5][C:3]=1[NH:4][CH:12]([CH3:14])[C:11]([O:16][CH3:17])=[O:15]. (6) Given the reactants [NH2:1][C:2]1[C:3]([O:9][CH3:10])=[N:4][CH:5]=[C:6]([Br:8])[CH:7]=1.N1C=CC=CC=1.[C:17]1([S:23](Cl)(=[O:25])=[O:24])[CH:22]=[CH:21][CH:20]=[CH:19][CH:18]=1, predict the reaction product. The product is: [Br:8][C:6]1[CH:7]=[C:2]([NH:1][S:23]([C:17]2[CH:22]=[CH:21][CH:20]=[CH:19][CH:18]=2)(=[O:25])=[O:24])[C:3]([O:9][CH3:10])=[N:4][CH:5]=1. (7) Given the reactants C(=O)([O-])[O-].[Cs+].[Cs+].[Cl:7][C:8]1[CH:39]=[CH:38][C:11]([CH2:12][NH:13][C:14]([C:16]2[C:17](=[O:37])[C:18]3[CH:34]=[C:33]([CH2:35]Cl)[S:32][C:19]=3[N:20]([CH2:22][CH2:23][CH2:24][O:25][CH:26]3[CH2:31][CH2:30][CH2:29][CH2:28][O:27]3)[CH:21]=2)=[O:15])=[CH:10][CH:9]=1.[O:40]1[C:44]2[CH:45]=[CH:46][CH:47]=[CH:48][C:43]=2[CH:42]=[C:41]1[CH:49]([OH:53])[CH2:50][NH:51][CH3:52], predict the reaction product. The product is: [O:40]1[C:44]2[CH:45]=[CH:46][CH:47]=[CH:48][C:43]=2[CH:42]=[C:41]1[CH:49]([OH:53])[CH2:50][N:51]([CH2:35][C:33]1[S:32][C:19]2[N:20]([CH2:22][CH2:23][CH2:24][O:25][CH:26]3[CH2:31][CH2:30][CH2:29][CH2:28][O:27]3)[CH:21]=[C:16]([C:14]([NH:13][CH2:12][C:11]3[CH:38]=[CH:39][C:8]([Cl:7])=[CH:9][CH:10]=3)=[O:15])[C:17](=[O:37])[C:18]=2[CH:34]=1)[CH3:52].